This data is from Full USPTO retrosynthesis dataset with 1.9M reactions from patents (1976-2016). The task is: Predict the reactants needed to synthesize the given product. (1) Given the product [F:29][C:30]1[CH:35]=[CH:34][C:33]([C:19]([C:17]2[N:16]=[CH:15][C:14]3[C@:8]4([CH2:7][C:2]5[CH:3]=[CH:4][CH:5]=[CH:6][N:1]=5)[CH2:28][CH2:27][C:22]5([O:26][CH2:25][CH2:24][O:23]5)[CH2:21][C@H:9]4[CH2:10][CH2:11][CH2:12][C:13]=3[CH:18]=2)=[O:20])=[CH:32][CH:31]=1, predict the reactants needed to synthesize it. The reactants are: [N:1]1[CH:6]=[CH:5][CH:4]=[CH:3][C:2]=1[CH2:7][C:8]12[CH2:28][CH2:27][C:22]3([O:26][CH2:25][CH2:24][O:23]3)[CH2:21][CH:9]1[CH2:10][CH2:11][CH2:12][C:13]1[CH:18]=[C:17]([CH:19]=[O:20])[N:16]=[CH:15][C:14]=12.[F:29][C:30]1[CH:35]=[CH:34][C:33]([Mg]Br)=[CH:32][CH:31]=1.[NH4+].[Cl-].CC(OI1(OC(C)=O)(OC(C)=O)OC(=O)C2C=CC=CC1=2)=O.C([O-])(O)=O.[Na+].[O-]S([O-])(=S)=O.[Na+].[Na+]. (2) Given the product [CH:1]1([N:4]([CH2:29][C:30]2[CH:35]=[C:34]([CH2:36][CH2:37][CH2:38][O:39][CH3:40])[CH:33]=[C:32]([O:41][CH2:42][CH2:43][O:44][CH3:45])[CH:31]=2)[C:5]([CH:7]2[C:12]([OH:21])([C:13]3[CH:18]=[CH:17][N:16]([CH3:19])[C:15](=[O:20])[CH:14]=3)[CH2:11][CH2:10][NH:9][CH2:8]2)=[O:6])[CH2:2][CH2:3]1, predict the reactants needed to synthesize it. The reactants are: [CH:1]1([N:4]([CH2:29][C:30]2[CH:35]=[C:34]([CH2:36][CH2:37][CH2:38][O:39][CH3:40])[CH:33]=[C:32]([O:41][CH2:42][CH2:43][O:44][CH3:45])[CH:31]=2)[C:5]([C@@H:7]2[C@@:12]([OH:21])([C:13]3[CH:18]=[CH:17][N:16]([CH3:19])[C:15](=[O:20])[CH:14]=3)[CH2:11][CH2:10][N:9](C(OC(C)(C)C)=O)[CH2:8]2)=[O:6])[CH2:3][CH2:2]1.Cl. (3) Given the product [CH2:1]([C:3]1[CH:8]=[CH:7][CH:6]=[C:5]([CH2:9][CH3:10])[C:4]=1[NH:11][C:12]([C:14]1[C:18]2[CH2:19][CH2:20][C:21]3[CH:22]=[N:23][C:24]([NH:27][C:28]4[CH:33]=[CH:32][C:31]([CH2:34][N:43]5[CH2:44][CH2:45][N:40]([CH3:39])[CH2:41][CH2:42]5)=[CH:30][C:29]=4[O:36][CH3:37])=[N:25][C:26]=3[C:17]=2[N:16]([CH3:38])[N:15]=1)=[O:13])[CH3:2], predict the reactants needed to synthesize it. The reactants are: [CH2:1]([C:3]1[CH:8]=[CH:7][CH:6]=[C:5]([CH2:9][CH3:10])[C:4]=1[NH:11][C:12]([C:14]1[C:18]2[CH2:19][CH2:20][C:21]3[CH:22]=[N:23][C:24]([NH:27][C:28]4[CH:33]=[CH:32][C:31]([CH:34]=O)=[CH:30][C:29]=4[O:36][CH3:37])=[N:25][C:26]=3[C:17]=2[N:16]([CH3:38])[N:15]=1)=[O:13])[CH3:2].[CH3:39][N:40]1[CH2:45][CH2:44][NH:43][CH2:42][CH2:41]1.[BH-](OC(C)=O)(OC(C)=O)OC(C)=O.[Na+].CC(O)=O. (4) Given the product [F:40][C:35]1[CH:36]=[CH:37][CH:38]=[CH:39][C:34]=1[CH2:33][N:26]1[C:27]2=[N:28][CH:29]=[CH:30][CH:31]=[C:32]2[C:24]([C:9]2[N:8]=[C:7]3[C:12]([N:13]([CH2:16][CH2:17][N:18]4[CH2:23][CH2:22][O:21][CH2:20][CH2:19]4)[C:14](=[O:15])[NH:6]3)=[CH:11][N:10]=2)=[N:25]1, predict the reactants needed to synthesize it. The reactants are: COC1C=C(OC)C=CC=1C[N:6]1[C:14](=[O:15])[N:13]([CH2:16][CH2:17][N:18]2[CH2:23][CH2:22][O:21][CH2:20][CH2:19]2)[C:12]2[C:7]1=[N:8][C:9]([C:24]1[C:32]3[C:27](=[N:28][CH:29]=[CH:30][CH:31]=3)[N:26]([CH2:33][C:34]3[CH:39]=[CH:38][CH:37]=[CH:36][C:35]=3[F:40])[N:25]=1)=[N:10][CH:11]=2.C([SiH](CC)CC)C.O.C(=O)([O-])O.[Na+]. (5) Given the product [CH:4]([O:6][C:8]1[CH:9]=[C:10]([CH:13]=[C:14]([C:16]([F:19])([F:17])[F:18])[N:15]=1)[C:11]#[N:12])([CH3:5])[CH3:3], predict the reactants needed to synthesize it. The reactants are: [H-].[Na+].[CH3:3][CH:4]([OH:6])[CH3:5].Cl[C:8]1[CH:9]=[C:10]([CH:13]=[C:14]([C:16]([F:19])([F:18])[F:17])[N:15]=1)[C:11]#[N:12]. (6) The reactants are: [Cl:1][C:2]1[CH:10]=[CH:9][CH:8]=[C:7]2[C:3]=1[CH:4]([NH:12][C:13]1[CH:18]=[CH:17][C:16]([C:19]([F:28])([C:24]([F:27])([F:26])[F:25])[C:20]([F:23])([F:22])[F:21])=[CH:15][C:14]=1[CH3:29])[O:5][C:6]2=O.S(Cl)([Cl:32])=O. Given the product [Cl:32][CH:4]1[C:3]2[C:7](=[CH:8][CH:9]=[CH:10][C:2]=2[Cl:1])[C:6](=[O:5])[N:12]1[C:13]1[CH:18]=[CH:17][C:16]([C:19]([F:28])([C:24]([F:27])([F:25])[F:26])[C:20]([F:23])([F:21])[F:22])=[CH:15][C:14]=1[CH3:29], predict the reactants needed to synthesize it.